Dataset: Forward reaction prediction with 1.9M reactions from USPTO patents (1976-2016). Task: Predict the product of the given reaction. (1) Given the reactants C1(C)C=CC=CC=1.[Cl:8][C:9]1[CH:26]=[CH:25][C:12]([C:13]([N:15]([C:17]2[CH:22]=[CH:21][CH:20]=[CH:19][C:18]=2[O:23][CH3:24])[CH3:16])=[O:14])=[CH:11][C:10]=1B1OC(C)(C)C(C)(C)O1.Br[C:37]1[CH:38]=[CH:39][C:40]([Cl:43])=[N:41][CH:42]=1.C([O-])([O-])=O.[Na+].[Na+], predict the reaction product. The product is: [Cl:8][C:9]1[CH:26]=[CH:25][C:12]([C:13]([N:15]([C:17]2[CH:22]=[CH:21][CH:20]=[CH:19][C:18]=2[O:23][CH3:24])[CH3:16])=[O:14])=[CH:11][C:10]=1[C:37]1[CH:42]=[N:41][C:40]([Cl:43])=[CH:39][CH:38]=1. (2) Given the reactants C(O[C:4]([C:6]1[N:7]=[N:8][C:9]([O:12][CH2:13][C:14]2[C:15]([C:20]3[CH:25]=[CH:24][CH:23]=[C:22]([F:26])[CH:21]=3)=[N:16][O:17][C:18]=2[CH3:19])=[CH:10][CH:11]=1)=[O:5])C.[CH2:27]([NH2:29])[CH3:28], predict the reaction product. The product is: [CH2:27]([NH:29][C:4]([C:6]1[N:7]=[N:8][C:9]([O:12][CH2:13][C:14]2[C:15]([C:20]3[CH:25]=[CH:24][CH:23]=[C:22]([F:26])[CH:21]=3)=[N:16][O:17][C:18]=2[CH3:19])=[CH:10][CH:11]=1)=[O:5])[CH3:28]. (3) The product is: [CH2:17]([O:1][C:2]1[CH:10]=[CH:9][CH:8]=[C:7]2[C:3]=1[CH:4]=[CH:5][NH:6]2)[CH2:18][CH2:19][CH2:20][CH2:21][CH2:22][CH2:23][CH2:24][CH3:25]. Given the reactants [OH:1][C:2]1[CH:10]=[CH:9][CH:8]=[C:7]2[C:3]=1[CH:4]=[CH:5][NH:6]2.C([O-])([O-])=O.[K+].[K+].[CH2:17](Br)[CH2:18][CH2:19][CH2:20][CH2:21][CH2:22][CH2:23][CH2:24][CH3:25], predict the reaction product. (4) Given the reactants Cl[C:2]1[N:10]=[C:9]2[C:5]([N:6]=[C:7]([CH2:12][N:13]3[CH2:18][CH2:17][CH:16]([C:19]([OH:22])([CH3:21])[CH3:20])[CH2:15][CH2:14]3)[N:8]2[CH3:11])=[C:4]([N:23]2[CH2:28][CH2:27][O:26][CH2:25][CH2:24]2)[N:3]=1.[O:29]1[C:33]2[CH:34]=[CH:35][CH:36]=[CH:37][C:32]=2[C:31](B2OC(C)(C)C(C)(C)O2)=[CH:30]1, predict the reaction product. The product is: [O:29]1[C:33]2[CH:34]=[CH:35][CH:36]=[CH:37][C:32]=2[C:31]([C:2]2[N:10]=[C:9]3[C:5]([N:6]=[C:7]([CH2:12][N:13]4[CH2:18][CH2:17][CH:16]([C:19]([OH:22])([CH3:21])[CH3:20])[CH2:15][CH2:14]4)[N:8]3[CH3:11])=[C:4]([N:23]3[CH2:28][CH2:27][O:26][CH2:25][CH2:24]3)[N:3]=2)=[CH:30]1. (5) Given the reactants CS(O)(=O)=O.O=P12OP3(OP(OP(O3)(O1)=O)(=O)O2)=O.[Cl:20][C:21]1[CH:41]=[CH:40][C:24]([C:25]([C:27]2[CH:32]=[CH:31][C:30]([NH:33][C:34](=[O:39])[CH2:35][C:36]([OH:38])=O)=[CH:29][CH:28]=2)=[O:26])=[CH:23][CH:22]=1, predict the reaction product. The product is: [Cl:20][C:21]1[CH:22]=[CH:23][C:24]([C:25]([C:27]2[CH:28]=[C:29]3[C:30](=[CH:31][CH:32]=2)[NH:33][C:34](=[O:39])[CH:35]=[C:36]3[OH:38])=[O:26])=[CH:40][CH:41]=1.